The task is: Binary Classification. Given a miRNA mature sequence and a target amino acid sequence, predict their likelihood of interaction.. This data is from Experimentally validated miRNA-target interactions with 360,000+ pairs, plus equal number of negative samples. (1) The miRNA is hsa-miR-3187-5p with sequence CCUGGGCAGCGUGUGGCUGAAGG. The protein sequence of the target gene is MWRLPGARAALRVIRTAVEKLSRAEAGSQTAAGAMERAVVRCVPSEPKLSLSFALADGSHKNMQRDQSEPLGRVLSRIATNALKGHAKAAAAKKSRKSRPNASGGAACSGPGPEPAVFCEPVVKLYYREEAVAEDVLNVDAWQDGAVLQIGDVKYKVERNPPAFTELQLPRYIMAGFPVCPKLSLEFGDPASSLFRWYKEAKPGAAEPEVGVPSSLSPSSPSSSWTETDVEERVYTPSNADIGLRLKLHCTPGDGQRFGHSRELESVCVVEAGPGTCTFDHRHLYTKKVTEDALIRTVSY.... Result: 1 (interaction). (2) The miRNA is hsa-miR-548x-5p with sequence UGCAAAAGUAAUUGCAGUUUUUG. The protein sequence of the target gene is MMALTSLACLHALFPFVSPARNISLKCMQDTDEFLSDLNSLKPKEYALRMYDSVGKLGSNVLTGNVDRLGSYSECLSTRSPKGSFRGQYCKLHILQDGTDYSVGVCVPDSCAEEDVTMMSQLGTLKFRNTSFLEPSLSLFTKDSSSSCEVVARCAAGAMSPDMFASVCLFITLLGLVLPVAGTVYMVARDWGLDLRTSSVHGTPPTSCESLPLRNMESNRQRSRASCQVQLPPPGAPSRGRRFLGAVDEVLQCFSWQKNMPAICSPELPGGTCRTLNGIRVLSLLWVISGHTSQMTAWLS.... Result: 0 (no interaction). (3) The miRNA is hsa-miR-24-2-5p with sequence UGCCUACUGAGCUGAAACACAG. The protein sequence of the target gene is MSLPRFQRVNFGPYDNYIPVSELSKKSWNQQHFALLFPKPQRPGTKRRSKPSQIRDNTVSIIDEEQLRGDRRQPLWMYRSLMRISERPSVYLAARRQPLKPTRTVEVDSKAAEIGKKGEDKTTQKDTTDSESELKQGKKDSKKGKDIEKGKEEKLDAKKDSKKGKKDAEKGKDSATESEDEKGGAKKDNKKDKKDSNKGKDSATESEGEKGGTEKDSKKGKKDSKKGKDSAIELQAVKADEKKDEDGKKDANKGDESKDAKKDAKEIKKGKKDKKKPSSTDSDSKDDVKKESKKDATKDA.... Result: 0 (no interaction). (4) Result: 1 (interaction). The miRNA is hsa-miR-100-5p with sequence AACCCGUAGAUCCGAACUUGUG. The protein sequence of the target gene is MLEMRDVYMEEDVYQLQELRQQLDQASKTCRILQYRLRKAERRSLRAAQTGQVDGELIRGLEQDVKVSKDISMRLHKELEVVEKKRARLEEENEELRQRLIETELAKQVLQTELERPREHSLKKRGTRSLGKADKKTLVQEDSADLKCQLHFAKEESALMCKKLTKLAKENDSMKEELLKYRSLYGDLDSALSAEELADAPHSRETELKVHLKLVEEEANLLSRRIVELEVENRGLRAEMDDMKDHGGGCGGPEARLAFSALGGGECGESLAELRRHLQFVEEEAELLRRSSAELEDQNK.... (5) The miRNA is mmu-miR-1a-3p with sequence UGGAAUGUAAAGAAGUAUGUAU. The protein sequence of the target gene is MAREPRKNAALDAQSAEDQTGLLTVKVEKEEASALTAEVRAPCSPARGPERSRQRFRGFRYPEAAGPREALSRLRELCGQWLQPEMHSKEQILELLVLEQFLTILPGNLQSWVREQHPESGEEVVVLLEYLERQLDEPAPQVPVGDQGQELLCCKMALLTQTQGSQSSQCQPMKALFKHESLGSQPLHDRVLQVPGLAQGGCCREDAMVASRLTPGSQGLLKMEDVALTLTPGWTQLDSSQVNLYRDEKQENHSSLVSLGGEIQTKSRDLPPVKKLPEKEHGKICHLREDIAQIPTHAEA.... Result: 0 (no interaction).